Dataset: Forward reaction prediction with 1.9M reactions from USPTO patents (1976-2016). Task: Predict the product of the given reaction. (1) Given the reactants [CH2:1]([O:3][C:4](=[O:22])[C:5]([OH:21])([C:17]([F:20])([F:19])[F:18])[CH2:6][C:7]([C:10]1[CH:15]=[CH:14][C:13](Br)=[CH:12][CH:11]=1)([CH3:9])[CH3:8])[CH3:2].[CH2:23](C([Sn])=C(CCCC)CCCC)[CH2:24]CC.[C:38]1(C)C=CC=C[C:39]=1P(C1C=CC=CC=1C)C1C=CC=CC=1C, predict the reaction product. The product is: [CH2:1]([O:3][C:4](=[O:22])[C:5]([OH:21])([C:17]([F:20])([F:19])[F:18])[CH2:6][C:7]([CH3:9])([C:10]1[CH:15]=[CH:14][C:13]([CH:23]=[CH2:24])=[CH:12][CH:11]=1)[CH3:8])[CH3:2].[OH:21][C:5]([C:17]([F:19])([F:18])[F:20])([CH2:6][C:7]([CH3:8])([C:10]1[CH:11]=[CH:12][C:13]([CH:38]=[CH2:39])=[CH:14][CH:15]=1)[CH3:9])[C:4]([OH:3])=[O:22]. (2) The product is: [F:31][C:18]1[CH:17]=[C:16]([OH:15])[CH:30]=[CH:29][C:19]=1[CH2:20][O:21][CH2:22][CH2:23][N:24]1[CH:28]=[CH:27][N:26]=[N:25]1. Given the reactants CN1C(=O)CC(=O)N(C)C1=O.C([O:15][C:16]1[CH:30]=[CH:29][C:19]([CH2:20][O:21][CH2:22][CH2:23][N:24]2[CH:28]=[CH:27][N:26]=[N:25]2)=[C:18]([F:31])[CH:17]=1)C=C, predict the reaction product.